Dataset: Forward reaction prediction with 1.9M reactions from USPTO patents (1976-2016). Task: Predict the product of the given reaction. (1) Given the reactants [CH3:1][N:2]1[CH:6]=[C:5]([C:7](O)=O)[CH:4]=[N:3]1.[NH2:10][NH:11][C:12]([NH2:14])=[S:13], predict the reaction product. The product is: [CH3:1][N:2]1[CH:6]=[C:5]([C:7]2[S:13][C:12]([NH2:14])=[N:11][N:10]=2)[CH:4]=[N:3]1. (2) Given the reactants [CH3:1][C:2]1[CH:3]=[C:4]([OH:12])[CH:5]=[CH:6][C:7]=1[S:8]([CH3:11])(=[O:10])=[O:9].[N+:13]([O-])([OH:15])=[O:14].O, predict the reaction product. The product is: [CH3:1][C:2]1[C:7]([S:8]([CH3:11])(=[O:10])=[O:9])=[CH:6][C:5]([N+:13]([O-:15])=[O:14])=[C:4]([OH:12])[CH:3]=1.